From a dataset of Forward reaction prediction with 1.9M reactions from USPTO patents (1976-2016). Predict the product of the given reaction. (1) Given the reactants [CH3:1][C:2]([CH3:37])([CH2:6][CH2:7][C:8](=[O:36])[N:9]([CH2:15][C:16]1[CH:21]=[CH:20][CH:19]=[C:18]([C:22]2[O:23][C:24](=[O:35])[C:25]3[C:30]4[CH2:31][CH2:32][CH2:33][CH2:34][C:29]=4[S:28][C:26]=3[N:27]=2)[CH:17]=1)[CH:10]([CH2:13][CH3:14])[CH2:11][CH3:12])[C:3]([OH:5])=[O:4].[CH3:38]N(C=O)C.CI.C(=O)([O-])[O-].[K+].[K+], predict the reaction product. The product is: [CH3:37][C:2]([CH3:1])([CH2:6][CH2:7][C:8](=[O:36])[N:9]([CH2:15][C:16]1[CH:21]=[CH:20][CH:19]=[C:18]([C:22]2[O:23][C:24](=[O:35])[C:25]3[C:30]4[CH2:31][CH2:32][CH2:33][CH2:34][C:29]=4[S:28][C:26]=3[N:27]=2)[CH:17]=1)[CH:10]([CH2:11][CH3:12])[CH2:13][CH3:14])[C:3]([O:5][CH3:38])=[O:4]. (2) The product is: [CH3:24][O:25][C:26]1[CH:27]=[C:28]2[C:33](=[CH:34][C:35]=1[O:36][CH3:37])[N:32]=[CH:31][N:30]=[C:29]2[O:38][C:39]1[CH:40]=[C:41]([NH:42][C:9]([NH:8][C:6]2[N:5]([C:18]3[CH:19]=[CH:20][CH:21]=[CH:22][CH:23]=3)[N:4]=[C:3]([CH2:1][CH3:2])[CH:7]=2)=[O:10])[CH:43]=[CH:44][CH:45]=1. Given the reactants [CH2:1]([C:3]1[CH:7]=[C:6]([NH:8][C:9](=O)[O:10]C2C=CC=CC=2)[N:5]([C:18]2[CH:23]=[CH:22][CH:21]=[CH:20][CH:19]=2)[N:4]=1)[CH3:2].[CH3:24][O:25][C:26]1[CH:27]=[C:28]2[C:33](=[CH:34][C:35]=1[O:36][CH3:37])[N:32]=[CH:31][N:30]=[C:29]2[O:38][C:39]1[CH:40]=[C:41]([CH:43]=[CH:44][CH:45]=1)[NH2:42], predict the reaction product. (3) Given the reactants [CH2:1]([O:8][C:9]([NH:11][CH:12]([C:16]([CH3:19])([CH3:18])[CH3:17])[C:13]([OH:15])=O)=[O:10])[C:2]1[CH:7]=[CH:6][CH:5]=[CH:4][CH:3]=1.C1C=CC2N(O)N=NC=2C=1.C(Cl)CCl.[C:34]([O:38][C:39](=[O:45])[C@@H:40]1[CH2:44][CH2:43][CH2:42][NH:41]1)([CH3:37])([CH3:36])[CH3:35], predict the reaction product. The product is: [C:34]([O:38][C:39]([CH:40]1[CH2:44][CH2:43][CH2:42][N:41]1[C:13](=[O:15])[CH:12]([NH:11][C:9]([O:8][CH2:1][C:2]1[CH:3]=[CH:4][CH:5]=[CH:6][CH:7]=1)=[O:10])[C:16]([CH3:19])([CH3:18])[CH3:17])=[O:45])([CH3:37])([CH3:35])[CH3:36]. (4) Given the reactants [CH2:1]([CH:3]([N:6]1[C:10]2[CH:11]=[CH:12][C:13]([C:15](O)=[O:16])=[CH:14][C:9]=2[N:8]=[C:7]1[CH2:18][C:19]1[S:20][CH:21]=[CH:22][CH:23]=1)[CH2:4][CH3:5])[CH3:2].C1C=NC2N(O)N=NC=2C=1.CCN(C(C)C)C(C)C.Cl.[CH3:44][CH:45]([CH3:58])[CH2:46][C@H:47]([NH2:57])[CH2:48][S:49]([C:52]1[NH:56][CH:55]=[N:54][N:53]=1)(=[O:51])=[O:50].Cl, predict the reaction product. The product is: [CH3:44][CH:45]([CH3:58])[CH2:46][C@H:47]([NH:57][C:15]([C:13]1[CH:12]=[CH:11][C:10]2[N:6]([CH:3]([CH2:4][CH3:5])[CH2:1][CH3:2])[C:7]([CH2:18][C:19]3[S:20][CH:21]=[CH:22][CH:23]=3)=[N:8][C:9]=2[CH:14]=1)=[O:16])[CH2:48][S:49]([C:52]1[NH:56][CH:55]=[N:54][N:53]=1)(=[O:51])=[O:50]. (5) Given the reactants S(=O)(=O)(O)O.[Cl:6][C:7]1[CH:22]=[C:21]([Cl:23])[C:20]([O:24]CC2C=CC(OC)=CC=2)=[CH:19][C:8]=1[O:9][C:10]1[N:14]([CH3:15])[N:13]=[C:12]([CH3:16])[C:11]=1[CH:17]=[O:18].O, predict the reaction product. The product is: [Cl:6][C:7]1[CH:22]=[C:21]([Cl:23])[C:20]([OH:24])=[CH:19][C:8]=1[O:9][C:10]1[N:14]([CH3:15])[N:13]=[C:12]([CH3:16])[C:11]=1[CH:17]=[O:18].